From a dataset of Full USPTO retrosynthesis dataset with 1.9M reactions from patents (1976-2016). Predict the reactants needed to synthesize the given product. Given the product [Cl:47][C:39]1[CH:40]=[C:41]([CH:45]=[CH:46][C:38]=1[NH:37][C:35]([N:24]1[CH2:25][CH2:26][CH:27]([C:28]2[CH:33]=[CH:32][CH:31]=[CH:30][C:29]=2[F:34])[CH:22]([CH2:21][NH:8][C@@H:9]([C:11]2[C:20]3[C:15](=[CH:16][CH:17]=[CH:18][CH:19]=3)[CH:14]=[CH:13][CH:12]=2)[CH3:10])[CH2:23]1)=[O:36])[C:42]([OH:44])=[O:43], predict the reactants needed to synthesize it. The reactants are: C(OC([N:8]([CH2:21][CH:22]1[CH:27]([C:28]2[CH:33]=[CH:32][CH:31]=[CH:30][C:29]=2[F:34])[CH2:26][CH2:25][N:24]([C:35]([NH:37][C:38]2[CH:46]=[CH:45][C:41]([C:42]([OH:44])=[O:43])=[CH:40][C:39]=2[Cl:47])=[O:36])[CH2:23]1)[C@@H:9]([C:11]1[C:20]2[C:15](=[CH:16][CH:17]=[CH:18][CH:19]=2)[CH:14]=[CH:13][CH:12]=1)[CH3:10])=O)(C)(C)C.Cl.O1CCOCC1.